Task: Regression. Given two drug SMILES strings and cell line genomic features, predict the synergy score measuring deviation from expected non-interaction effect.. Dataset: NCI-60 drug combinations with 297,098 pairs across 59 cell lines Cell line: SK-MEL-2. Drug 2: CC1=C(C(CCC1)(C)C)C=CC(=CC=CC(=CC(=O)O)C)C. Drug 1: CNC(=O)C1=CC=CC=C1SC2=CC3=C(C=C2)C(=NN3)C=CC4=CC=CC=N4. Synergy scores: CSS=-3.36, Synergy_ZIP=1.08, Synergy_Bliss=-2.35, Synergy_Loewe=-4.29, Synergy_HSA=-4.26.